This data is from Full USPTO retrosynthesis dataset with 1.9M reactions from patents (1976-2016). The task is: Predict the reactants needed to synthesize the given product. (1) Given the product [CH2:1]([C@H:4]1[CH2:10][N:9]([CH:11]2[CH2:15][CH2:14][CH2:13][CH2:12]2)[C:8]2[N:16]=[C:17]([NH:20][C:21]3[CH:29]=[CH:28][C:24]([C:25]([NH:34][C@H:35]4[CH2:39][CH2:38][NH:37][CH2:36]4)=[O:27])=[CH:23][C:22]=3[O:30][CH3:31])[N:18]=[CH:19][C:7]=2[N:6]([CH3:32])[C:5]1=[O:33])[CH:2]=[CH2:3], predict the reactants needed to synthesize it. The reactants are: [CH2:1]([C@H:4]1[CH2:10][N:9]([CH:11]2[CH2:15][CH2:14][CH2:13][CH2:12]2)[C:8]2[N:16]=[C:17]([NH:20][C:21]3[CH:29]=[CH:28][C:24]([C:25]([OH:27])=O)=[CH:23][C:22]=3[O:30][CH3:31])[N:18]=[CH:19][C:7]=2[N:6]([CH3:32])[C:5]1=[O:33])[CH:2]=[CH2:3].[NH2:34][C@H:35]1[CH2:39][CH2:38][N:37](C(OC(C)(C)C)=O)[CH2:36]1. (2) Given the product [ClH:83].[CH3:8][O:9][C:10]1[CH:11]=[C:12]([CH2:16][CH2:17][N:18]2[CH2:19][CH2:20][CH:21]([CH2:24][C:25]3[CH:30]=[C:29]([O:31][CH3:32])[CH:28]=[CH:27][C:26]=3[CH2:33][CH3:34])[CH2:22][CH2:23]2)[CH:13]=[CH:14][CH:15]=1, predict the reactants needed to synthesize it. The reactants are: FC(F)(F)C(O)=O.[CH3:8][O:9][C:10]1[CH:11]=[C:12]([CH2:16][CH2:17][N:18]2[CH2:23][CH2:22][CH:21]([CH2:24][C:25]3[CH:30]=[C:29]([O:31][CH3:32])[CH:28]=[CH:27][C:26]=3[CH:33](O)[CH3:34])[CH2:20][CH2:19]2)[CH:13]=[CH:14][CH:15]=1.C([SiH](CC)CC)C.C(=O)([O-])O.[Na+].COC1C=C(CCN2CCC(CC3C=C(OC)C=CC=3CC)CC2)C=CC=1.C([Si](CC)(CC)O)C.[ClH:83].C(OCC)C. (3) The reactants are: [Cl:1][C:2]1[CH:7]=[CH:6][C:5]([S:8][C:9]2[CH:14]=[CH:13][CH:12]=[CH:11][C:10]=2[CH:15]=[CH:16][C:17]([NH:19][CH2:20][CH2:21][CH2:22][CH:23]([OH:25])[CH3:24])=[O:18])=[CH:4][CH:3]=1. Given the product [Cl:1][C:2]1[CH:3]=[CH:4][C:5]([S:8][C:9]2[CH:14]=[CH:13][CH:12]=[CH:11][C:10]=2[CH2:15][CH2:16][C:17]([NH:19][CH2:20][CH2:21][CH2:22][CH:23]([OH:25])[CH3:24])=[O:18])=[CH:6][CH:7]=1, predict the reactants needed to synthesize it. (4) Given the product [CH3:25][C@@H:23]1[CH2:24][CH2:22][CH2:20][N:19]1[C:2]1[C:3](=[O:16])[NH:4][C:5]2[C:10]([N:11]=1)=[CH:9][C:8]([C:12]([O:14][CH3:15])=[O:13])=[CH:7][CH:6]=2, predict the reactants needed to synthesize it. The reactants are: Cl[C:2]1[C:3](=[O:16])[NH:4][C:5]2[C:10]([N:11]=1)=[CH:9][C:8]([C:12]([O:14][CH3:15])=[O:13])=[CH:7][CH:6]=2.CC[N:19]([CH:23]([CH3:25])[CH3:24])[CH:20]([CH3:22])C.Cl.C[C@@H]1CCCN1. (5) The reactants are: [Cl:1][C:2]1[CH:27]=[CH:26][C:5]2[N:6]3[C:10]([CH2:11][NH:12][CH2:13][C:4]=2[CH:3]=1)=[N:9][N:8]=[C:7]3[C@H:14]1[CH2:19][CH2:18][C@H:17]([C:20]2[CH:24]=[C:23]([CH3:25])[O:22][N:21]=2)[CH2:16][CH2:15]1.[CH2:28]([N:30]([CH2:33]C)CC)C.[S:35](Cl)(=[O:38])(=[O:37])N. Given the product [CH3:28][N:30]([CH3:33])[S:35]([N:12]1[CH2:11][C:10]2[N:6]([C:7]([C@H:14]3[CH2:15][CH2:16][C@H:17]([C:20]4[CH:24]=[C:23]([CH3:25])[O:22][N:21]=4)[CH2:18][CH2:19]3)=[N:8][N:9]=2)[C:5]2[CH:26]=[CH:27][C:2]([Cl:1])=[CH:3][C:4]=2[CH2:13]1)(=[O:38])=[O:37], predict the reactants needed to synthesize it.